Dataset: Retrosynthesis with 50K atom-mapped reactions and 10 reaction types from USPTO. Task: Predict the reactants needed to synthesize the given product. The reactants are: CNC(=O)[C@@H](N)CC(C)(C)C.O=C(O)c1cccc(-c2cccc(Cl)c2)n1. Given the product CNC(=O)[C@H](CC(C)(C)C)NC(=O)c1cccc(-c2cccc(Cl)c2)n1, predict the reactants needed to synthesize it.